This data is from Forward reaction prediction with 1.9M reactions from USPTO patents (1976-2016). The task is: Predict the product of the given reaction. Given the reactants [Cl:1][C:2]1[CH:3]=[CH:4][C:5]([O:15][CH2:16][C:17]2[CH:22]=[CH:21][C:20]([O:23][CH3:24])=[CH:19][CH:18]=2)=[C:6]([C:8](=O)[CH2:9][CH2:10][C:11](=O)[CH3:12])[CH:7]=1.[CH2:25]([O:27][C:28](=[O:36])[C:29]1[CH:34]=[CH:33][N:32]=[C:31]([NH2:35])[CH:30]=1)[CH3:26], predict the reaction product. The product is: [CH2:25]([O:27][C:28](=[O:36])[C:29]1[CH:34]=[CH:33][N:32]=[C:31]([N:35]2[C:11]([CH3:12])=[CH:10][CH:9]=[C:8]2[C:6]2[CH:7]=[C:2]([Cl:1])[CH:3]=[CH:4][C:5]=2[O:15][CH2:16][C:17]2[CH:22]=[CH:21][C:20]([O:23][CH3:24])=[CH:19][CH:18]=2)[CH:30]=1)[CH3:26].